From a dataset of Choline transporter screen with 302,306 compounds. Binary Classification. Given a drug SMILES string, predict its activity (active/inactive) in a high-throughput screening assay against a specified biological target. The compound is Fc1c(N2c3c(CC2)c(nc2c3cccc2C)C)cccc1. The result is 0 (inactive).